From a dataset of Catalyst prediction with 721,799 reactions and 888 catalyst types from USPTO. Predict which catalyst facilitates the given reaction. (1) Reactant: [Br:1][CH2:2][CH2:3][CH2:4]Br.C(#N)C.C([O-])([O-])=O.[K+].[K+].[CH2:15]([O:22][NH:23][CH:24]=[O:25])[C:16]1[CH:21]=[CH:20][CH:19]=[CH:18][CH:17]=1. Product: [CH2:15]([O:22][N:23]([CH2:4][CH2:3][CH2:2][Br:1])[CH:24]=[O:25])[C:16]1[CH:21]=[CH:20][CH:19]=[CH:18][CH:17]=1. The catalyst class is: 6. (2) Reactant: CN(C(/N=N/C(N(C)C)=O)=O)C.C(OC([N:20]1[CH2:25][CH2:24][N:23]([C:26]2[C:27]([O:32]CCO)=[N:28][CH:29]=[CH:30][N:31]=2)[CH2:22][CH2:21]1)=O)(C)(C)C.[C:36]1(P(C2C=CC=CC=2)C2C=CC=CC=2)C=CC=C[CH:37]=1.[CH3:55][O:56][C:57]1[CH:58]=[C:59]([OH:63])[CH:60]=[CH:61][CH:62]=1. Product: [CH3:55][O:56][C:57]1[CH:58]=[C:59]([CH:60]=[CH:61][CH:62]=1)[O:63][CH2:36][CH2:37][N:28]1[CH:29]=[CH:30][N:31]=[C:26]([N:23]2[CH2:22][CH2:21][NH:20][CH2:25][CH2:24]2)[C:27]1=[O:32]. The catalyst class is: 118. (3) Reactant: [CH2:1]([O:8][C:9](=[O:25])[CH:10]([NH:17][C:18]([O:20][C:21]([CH3:24])([CH3:23])[CH3:22])=[O:19])[CH2:11][CH2:12][CH:13](O)[CH:14]=[CH2:15])[C:2]1[CH:7]=[CH:6][CH:5]=[CH:4][CH:3]=1.CS(Cl)(=O)=O.C(NCC)C. Product: [C:21]([O:20][C:18]([N:17]1[CH:13]([CH:14]=[CH2:15])[CH2:12][CH2:11][CH:10]1[C:9]([O:8][CH2:1][C:2]1[CH:7]=[CH:6][CH:5]=[CH:4][CH:3]=1)=[O:25])=[O:19])([CH3:24])([CH3:23])[CH3:22]. The catalyst class is: 2. (4) Reactant: B(Br)(Br)Br.C(Cl)Cl.C[O:9][C:10]1[CH:11]=[C:12]2[C:17](=[CH:18][CH:19]=1)[N:16]([CH3:20])[C:15](=[O:21])[CH2:14][CH2:13]2. Product: [OH:9][C:10]1[CH:11]=[C:12]2[C:17](=[CH:18][CH:19]=1)[N:16]([CH3:20])[C:15](=[O:21])[CH2:14][CH2:13]2. The catalyst class is: 2. (5) Reactant: O[CH2:2][C:3]1[CH:4]=[C:5]2[C:9](=[CH:10][CH:11]=1)[CH:8]([C:12]1[CH:17]=[CH:16][C:15]([F:18])=[CH:14][CH:13]=1)[O:7][CH2:6]2.S(Br)([Br:21])=O. Product: [Br:21][CH2:2][C:3]1[CH:4]=[C:5]2[C:9](=[CH:10][CH:11]=1)[CH:8]([C:12]1[CH:17]=[CH:16][C:15]([F:18])=[CH:14][CH:13]=1)[O:7][CH2:6]2. The catalyst class is: 11.